This data is from Forward reaction prediction with 1.9M reactions from USPTO patents (1976-2016). The task is: Predict the product of the given reaction. (1) Given the reactants Br[C:2]1[C:3]([O:12][CH2:13][CH3:14])=[N:4][CH:5]=[N:6][C:7]=1[C:8]([F:11])([F:10])[F:9].C([Li])CCC.[CH:20](OC)=[O:21].[Cl-].[NH4+], predict the reaction product. The product is: [CH2:13]([O:12][C:3]1[C:2]([CH:20]=[O:21])=[C:7]([C:8]([F:11])([F:10])[F:9])[N:6]=[CH:5][N:4]=1)[CH3:14]. (2) The product is: [F:1][C:2]1[CH:7]=[CH:6][C:5]([C:8]2[C:9]([NH:14][CH3:18])=[CH:10][N:11]=[N:12][CH:13]=2)=[C:4]([O:15][CH3:16])[CH:3]=1. Given the reactants [F:1][C:2]1[CH:7]=[CH:6][C:5]([C:8]2[C:9]([NH2:14])=[CH:10][N:11]=[N:12][CH:13]=2)=[C:4]([O:15][CH3:16])[CH:3]=1.Cl[CH2:18]Cl.CO, predict the reaction product. (3) Given the reactants [CH:1]([N:4]1[CH2:9][CH2:8][CH:7]([O:10][C:11]2[CH:19]=[CH:18][C:17]3[N:16]4[C@H:20]([CH3:25])[CH2:21][NH:22][C:23](=[O:24])[C:15]4=[CH:14][C:13]=3[CH:12]=2)[CH2:6][CH2:5]1)([CH3:3])[CH3:2].[H-].[Na+].Cl[CH2:29][C:30]1[N:31]=[C:32]([CH3:35])[S:33][CH:34]=1, predict the reaction product. The product is: [CH:1]([N:4]1[CH2:9][CH2:8][CH:7]([O:10][C:11]2[CH:19]=[CH:18][C:17]3[N:16]4[C@H:20]([CH3:25])[CH2:21][N:22]([CH2:29][C:30]5[N:31]=[C:32]([CH3:35])[S:33][CH:34]=5)[C:23](=[O:24])[C:15]4=[CH:14][C:13]=3[CH:12]=2)[CH2:6][CH2:5]1)([CH3:3])[CH3:2]. (4) Given the reactants [CH2:1]([C:3]1[CH:12]=[CH:11][C:6]([C:7]([O:9][CH3:10])=[O:8])=[CH:5][C:4]=1[N+:13]([O-])=O)[CH3:2].[CH2:16](C1C=CC(C(O)=O)=CC=1)C.COC(OC)N(C)C, predict the reaction product. The product is: [CH3:10][O:9][C:7]([C:6]1[CH:5]=[C:4]2[C:3]([C:1]([CH3:16])=[CH:2][NH:13]2)=[CH:12][CH:11]=1)=[O:8]. (5) Given the reactants [F:1][C:2]([F:32])([F:31])[C:3]1[CH:8]=[CH:7][C:6]([C:9]2[C:10]([C:15]([NH:17][C:18]3[CH:27]=[C:26]4[C:21]([CH:22]=[C:23]([C:28](O)=[O:29])[CH:24]=[N:25]4)=[CH:20][CH:19]=3)=[O:16])=[CH:11][CH:12]=[CH:13][CH:14]=2)=[CH:5][CH:4]=1.C1(N([C:41]2[CH:46]=[CH:45][CH:44]=[CH:43][N:42]=2)C)C=CC=CC=1.Cl.CN(C)[CH2:50][CH2:51][CH2:52][N:53]=C=NCC.ON1[C:64]2[CH:65]=CC=[CH:68][C:63]=2N=N1.C(N(CC)CC)C, predict the reaction product. The product is: [C:51]1([CH:52]([NH:53][C:28]([C:23]2[CH:24]=[N:25][C:26]3[C:21]([CH:22]=2)=[CH:20][CH:19]=[C:18]([NH:17][C:15]([C:10]2[C:9]([C:6]4[CH:7]=[CH:8][C:3]([C:2]([F:32])([F:31])[F:1])=[CH:4][CH:5]=4)=[CH:14][CH:13]=[CH:12][CH:11]=2)=[O:16])[CH:27]=3)=[O:29])[C:41]2[CH:46]=[CH:45][CH:44]=[CH:43][N:42]=2)[CH:50]=[CH:65][CH:64]=[CH:63][CH:68]=1. (6) Given the reactants Cl[C:2]1[C:3]2[C:4](=[CH:16][N:17](CC3C=CC(OC)=CC=3)[N:18]=2)[N:5]=[C:6]([C:8]2[CH:13]=[CH:12][CH:11]=[C:10]([O:14][CH3:15])[CH:9]=2)[N:7]=1.[O:28]1[CH2:33][CH2:32][NH:31][C:30]2[CH:34]=[C:35]([NH2:38])[CH:36]=[CH:37][C:29]1=2.Cl, predict the reaction product. The product is: [CH3:15][O:14][C:10]1[CH:9]=[C:8]([C:6]2[N:7]=[C:2]([NH:38][C:35]3[CH:36]=[CH:37][C:29]4[O:28][CH2:33][CH2:32][NH:31][C:30]=4[CH:34]=3)[C:3]3[NH:18][N:17]=[CH:16][C:4]=3[N:5]=2)[CH:13]=[CH:12][CH:11]=1. (7) Given the reactants [C:1]([NH:5][C:6]([C:8]1[CH:9]=[C:10]([CH:26]=[CH:27][CH:28]=1)[CH2:11][N:12]1[CH2:17][CH2:16][N:15](C(OC(C)(C)C)=O)[CH2:14][C@H:13]1[CH3:25])=[O:7])([CH3:4])([CH3:3])[CH3:2], predict the reaction product. The product is: [C:1]([NH:5][C:6](=[O:7])[C:8]1[CH:28]=[CH:27][CH:26]=[C:10]([CH2:11][N:12]2[CH2:17][CH2:16][NH:15][CH2:14][C@H:13]2[CH3:25])[CH:9]=1)([CH3:4])([CH3:2])[CH3:3].